Task: Predict the reaction yield, written as a fraction of the theoretical maximum amount of product (1.0 means a 100% yield; for example, 0.34 means a 34% yield).. Dataset: Reaction yield outcomes from USPTO patents with 853,638 reactions (1) The reactants are [N:1]1[CH:5]=[C:4]([CH2:6][CH2:7][NH:8][C:9]2[S:10][C:11]3[CH:17]=[C:16]([N+:18]([O-])=O)[CH:15]=[CH:14][C:12]=3[N:13]=2)[NH:3][CH:2]=1.O.O.[Sn](Cl)Cl.[OH-].[Na+].N.CO. The catalyst is C(O)C.C1COCC1.C(OCC)(=O)C.C(Cl)Cl. The product is [N:1]1[CH:5]=[C:4]([CH2:6][CH2:7][NH:8][C:9]2[S:10][C:11]3[CH:17]=[C:16]([NH2:18])[CH:15]=[CH:14][C:12]=3[N:13]=2)[NH:3][CH:2]=1. The yield is 0.560. (2) The reactants are [OH:1][B:2]1[C@@H:7]([NH:8][C:9](=[O:16])[CH2:10][C:11]2[S:12][CH:13]=[CH:14][CH:15]=2)[CH2:6][CH2:5][C@@H:4]([CH2:17][C:18]([OH:20])=[O:19])[O:3]1.Cl.[CH3:22][CH2:23]OC(C)=O.CCOCC. The product is [OH:1][B:2]1[C@@H:7]([NH:8][C:9](=[O:16])[CH2:10][C:11]2[S:12][CH:13]=[CH:14][CH:15]=2)[CH2:6][CH2:5][C@@H:4]([CH2:17][C:18]([O:20][CH2:22][CH3:23])=[O:19])[O:3]1. The yield is 0.685. The catalyst is C(O)C. (3) The reactants are [Cl:1][C:2]1[C:3]([F:31])=[CH:4][C:5]2[N:9]=[CH:8][N:7]([C:10]3[S:14][C:13]([C:15](OC)=[O:16])=[C:12]([O:19][C@@H:20]([C:22]4[CH:27]=[CH:26][CH:25]=[C:24]([OH:28])[C:23]=4[Cl:29])[CH3:21])[CH:11]=3)[C:6]=2[CH:30]=1.[CH3:32][N:33]1[CH2:38][CH2:37][CH:36](O)[CH2:35][CH2:34]1.C1(P(C2C=CC=CC=2)C2C=CC=CC=2)C=CC=CC=1.CC(OC(/[N:66]=N/C(OC(C)(C)C)=O)=O)(C)C. The catalyst is C(Cl)Cl. The product is [Cl:1][C:2]1[C:3]([F:31])=[CH:4][C:5]2[N:9]=[CH:8][N:7]([C:10]3[S:14][C:13]([C:15]([NH2:66])=[O:16])=[C:12]([O:19][C@@H:20]([C:22]4[CH:27]=[CH:26][CH:25]=[C:24]([O:28][CH:36]5[CH2:37][CH2:38][N:33]([CH3:32])[CH2:34][CH2:35]5)[C:23]=4[Cl:29])[CH3:21])[CH:11]=3)[C:6]=2[CH:30]=1. The yield is 0.610. (4) The yield is 0.720. The product is [F:1][C:2]1[CH:7]=[CH:6][C:5]([N:8]2[C@H:9]([C:39]3[CH:40]=[CH:41][C:42]([O:45][Si:46]([CH3:47])([CH3:49])[CH3:48])=[CH:43][CH:44]=3)[C@@H:10]([CH2:25][CH2:26][C:27]3([C:32]4[CH:37]=[CH:36][C:35]([F:38])=[CH:34][CH:33]=4)[O:28][CH2:29][CH2:30][O:31]3)[C:11]2=[O:12])=[CH:4][CH:3]=1. The reactants are [F:1][C:2]1[CH:7]=[CH:6][C:5]([NH:8][C@H:9]([C:39]2[CH:44]=[CH:43][C:42]([O:45][Si:46]([CH3:49])([CH3:48])[CH3:47])=[CH:41][CH:40]=2)[C@@H:10]([CH2:25][CH2:26][C:27]2([C:32]3[CH:37]=[CH:36][C:35]([F:38])=[CH:34][CH:33]=3)[O:31][CH2:30][CH2:29][O:28]2)[C:11](N2[C@@H](C3C=CC=CC=3)COC2=O)=[O:12])=[CH:4][CH:3]=1.C/C(/O[Si](C)(C)C)=N\[Si](C)(C)C.O.[F-].C([N+](CCCC)(CCCC)CCCC)CCC. The catalyst is C1(C)C=CC=CC=1. (5) The reactants are N.[C:2]([NH:6][C:7]([C@@H:9]1[CH2:18][C@H:17]2[C@H:12]([CH2:13][CH2:14][CH2:15][CH2:16]2)[CH2:11][N:10]1[CH2:19][C@@H:20]([OH:44])[C@@H:21]([NH:30][C:31](=[O:43])[C:32]1[CH:37]=[CH:36][CH:35]=[C:34]([O:38]C(=O)C)[C:33]=1[CH3:42])[CH2:22][S:23][C:24]1[CH:29]=[CH:28][CH:27]=[CH:26][CH:25]=1)=[O:8])([CH3:5])([CH3:4])[CH3:3]. The catalyst is CO. The product is [C:2]([NH:6][C:7]([C@@H:9]1[CH2:18][C@H:17]2[C@H:12]([CH2:13][CH2:14][CH2:15][CH2:16]2)[CH2:11][N:10]1[CH2:19][C@@H:20]([OH:44])[C@@H:21]([NH:30][C:31](=[O:43])[C:32]1[CH:37]=[CH:36][CH:35]=[C:34]([OH:38])[C:33]=1[CH3:42])[CH2:22][S:23][C:24]1[CH:25]=[CH:26][CH:27]=[CH:28][CH:29]=1)=[O:8])([CH3:5])([CH3:3])[CH3:4]. The yield is 0.540. (6) The reactants are Br[C:2]1[N:7]=[C:6]([C:8]2[C:16]3[C:11](=[CH:12][N:13]=[C:14]([C:17]4[CH:18]=[N:19][CH:20]=[CH:21][CH:22]=4)[CH:15]=3)[N:10](COCC[Si](C)(C)C)[N:9]=2)[CH:5]=[CH:4][CH:3]=1.[O:31]=[C:32]1[NH:37][CH2:36][CH2:35][N:34](C(OC(C)(C)C)=O)[CH2:33]1. No catalyst specified. The yield is 0.200. The product is [N:19]1[CH:20]=[CH:21][CH:22]=[C:17]([C:14]2[CH:15]=[C:16]3[C:8]([C:6]4[N:7]=[C:2]([N:37]5[CH2:36][CH2:35][NH:34][CH2:33][C:32]5=[O:31])[CH:3]=[CH:4][CH:5]=4)=[N:9][NH:10][C:11]3=[CH:12][N:13]=2)[CH:18]=1.